Predict the reaction yield, written as a fraction of the theoretical maximum amount of product (1.0 means a 100% yield; for example, 0.34 means a 34% yield). From a dataset of Reaction yield outcomes from USPTO patents with 853,638 reactions. (1) The reactants are [CH3:1][NH:2][C:3]1[C:8]([NH2:9])=[CH:7][CH:6]=[C:5]([C:10]2[CH:19]=[CH:18][C:17]3[C:12](=[CH:13][CH:14]=[CH:15][CH:16]=3)[CH:11]=2)[N:4]=1.[CH:20]([CH:22]1[CH2:27][CH2:26][N:25]([C:28]([O:30][C:31]([CH3:34])([CH3:33])[CH3:32])=[O:29])[CH2:24][CH2:23]1)=O. The catalyst is C(O)(C)C.[Pd]. The product is [CH3:1][N:2]1[C:3]2=[N:4][C:5]([C:10]3[CH:19]=[CH:18][C:17]4[C:12](=[CH:13][CH:14]=[CH:15][CH:16]=4)[CH:11]=3)=[CH:6][CH:7]=[C:8]2[N:9]=[C:20]1[CH:22]1[CH2:27][CH2:26][N:25]([C:28]([O:30][C:31]([CH3:32])([CH3:34])[CH3:33])=[O:29])[CH2:24][CH2:23]1. The yield is 0.152. (2) The reactants are [O:1]1[CH:5]=[CH:4][CH:3]=[C:2]1[C:6](=O)[CH2:7][C:8]1[CH:9]=[CH:10][C:11](=[O:15])[N:12]([CH3:14])[CH:13]=1.C[N:18](C)C=O.COC(OC)N(C)C.C1C[CH2:39][N:38]2[C:33](=[N:34]CCC2)CC1. The catalyst is CC(O)C. The product is [NH2:18][C:33]1[N:34]=[C:6]([C:2]2[O:1][CH:5]=[CH:4][CH:3]=2)[C:7]([C:8]2[CH:9]=[CH:10][C:11](=[O:15])[N:12]([CH3:14])[CH:13]=2)=[CH:39][N:38]=1. The yield is 0.823. (3) The reactants are [C:1]([N:4]1[C:8]2([CH2:13][CH2:12][O:11][CH2:10][CH2:9]2)[CH2:7][CH2:6][CH:5]1[C:14]([O:16]CC)=[O:15])(=[O:3])[CH3:2].O.[OH-].[Li+].Cl. The catalyst is C1COCC1.O.CO. The product is [C:1]([N:4]1[C:8]2([CH2:13][CH2:12][O:11][CH2:10][CH2:9]2)[CH2:7][CH2:6][CH:5]1[C:14]([OH:16])=[O:15])(=[O:3])[CH3:2]. The yield is 0.950. (4) The reactants are C(N(CC)CC)C.[C:8]([C:12]1[CH:17]=[C:16]([C:18]([CH3:21])([CH3:20])[CH3:19])[CH:15]=[C:14](I)[C:13]=1[O:23][CH2:24][CH:25]([F:27])[F:26])([CH3:11])([CH3:10])[CH3:9].[CH3:28][Si:29]([C:32]#[CH:33])([CH3:31])[CH3:30]. The catalyst is O1CCOCC1.[Cl-].[Na+].O.Cl[Pd](Cl)([P](C1C=CC=CC=1)(C1C=CC=CC=1)C1C=CC=CC=1)[P](C1C=CC=CC=1)(C1C=CC=CC=1)C1C=CC=CC=1.[Cu]I. The product is [C:8]([C:12]1[C:13]([O:23][CH2:24][CH:25]([F:27])[F:26])=[C:14]([C:33]#[C:32][Si:29]([CH3:31])([CH3:30])[CH3:28])[CH:15]=[C:16]([C:18]([CH3:21])([CH3:20])[CH3:19])[CH:17]=1)([CH3:11])([CH3:10])[CH3:9]. The yield is 0.340. (5) The reactants are C(Cl)(=[O:3])C.[NH2:5][C@H:6]([C:10]([OH:12])=[O:11])[CH2:7][CH2:8][OH:9].C(O)(=O)C.[CH:17]([N:20](C(C)C)CC)(C)[CH3:18]. The catalyst is C(O)(C)C. The product is [O:3]=[C:6]1[NH:5][CH2:18][CH2:17][NH:20][C:10]1=[O:12].[NH2:5][C@H:6]([C:10]([OH:12])=[O:11])[CH2:7][CH2:8][OH:9]. The yield is 0.680.